The task is: Predict which catalyst facilitates the given reaction.. This data is from Catalyst prediction with 721,799 reactions and 888 catalyst types from USPTO. (1) Reactant: [NH2:1][CH:2]([CH2:5][OH:6])[CH2:3][OH:4].O1CCOCC1.[CH3:13][C:14]([O:17][C:18](O[C:18]([O:17][C:14]([CH3:16])([CH3:15])[CH3:13])=[O:19])=[O:19])([CH3:16])[CH3:15]. Product: [C:18]([NH:1][CH:2]([CH2:5][OH:6])[CH2:3][OH:4])([O:17][C:14]([CH3:16])([CH3:15])[CH3:13])=[O:19]. The catalyst class is: 127. (2) Reactant: [CH:1]([N:4]1[CH2:9][CH2:8][CH:7]([CH2:10][OH:11])[CH2:6][CH2:5]1)([CH3:3])[CH3:2].CN1CCOCC1. Product: [CH:1]([N:4]1[CH2:9][CH2:8][CH:7]([CH:10]=[O:11])[CH2:6][CH2:5]1)([CH3:3])[CH3:2]. The catalyst class is: 678.